This data is from Forward reaction prediction with 1.9M reactions from USPTO patents (1976-2016). The task is: Predict the product of the given reaction. (1) Given the reactants [CH3:1][C:2]1[CH:7]=[CH:6][C:5]([C:8]2[CH2:13][CH2:12][CH2:11][CH2:10][C:9]=2[C:14]([OH:16])=O)=[CH:4][CH:3]=1.[CH2:17]([N:24]1[CH2:29][CH2:28][N:27]([C:30]2[CH:35]=[CH:34][C:33]([NH2:36])=[CH:32][CH:31]=2)[CH2:26][CH2:25]1)[C:18]1[CH:23]=[CH:22][CH:21]=[CH:20][CH:19]=1.O.ON1C2C=CC=CC=2N=N1.CN(C)CCCN=C=NCC, predict the reaction product. The product is: [CH2:17]([N:24]1[CH2:25][CH2:26][N:27]([C:30]2[CH:31]=[CH:32][C:33]([NH:36][C:14]([C:9]3[CH2:10][CH2:11][CH2:12][CH2:13][C:8]=3[C:5]3[CH:4]=[CH:3][C:2]([CH3:1])=[CH:7][CH:6]=3)=[O:16])=[CH:34][CH:35]=2)[CH2:28][CH2:29]1)[C:18]1[CH:19]=[CH:20][CH:21]=[CH:22][CH:23]=1. (2) Given the reactants [N:1]1([C:7]2[CH:12]=[CH:11][C:10]([N:13]3[CH2:18][CH2:17][O:16][CH2:15][C:14]3=[O:19])=[CH:9][CH:8]=2)[CH2:6][CH2:5][NH:4][CH2:3][CH2:2]1.CC1C=CC(S(O[CH2:31][CH2:32][CH2:33][CH2:34][C:35]2[C:43]3[C:38](=[CH:39][CH:40]=[C:41]([C:44]#[N:45])[CH:42]=3)[NH:37][CH:36]=2)(=O)=O)=CC=1.C(=O)([O-])[O-].[K+].[K+].[I-].[K+], predict the reaction product. The product is: [O:19]=[C:14]1[N:13]([C:10]2[CH:9]=[CH:8][C:7]([N:1]3[CH2:6][CH2:5][N:4]([CH2:31][CH2:32][CH2:33][CH2:34][C:35]4[C:43]5[C:38](=[CH:39][CH:40]=[C:41]([C:44]#[N:45])[CH:42]=5)[NH:37][CH:36]=4)[CH2:3][CH2:2]3)=[CH:12][CH:11]=2)[CH2:18][CH2:17][O:16][CH2:15]1. (3) Given the reactants [F:1][C:2]1[CH:3]=[CH:4][C:5]([C@H:8]([NH:10][C:11](=[O:17])[O:12][C:13]([CH3:16])([CH3:15])[CH3:14])[CH3:9])=[N:6][CH:7]=1.ClC1C=CC=C(C(OO)=[O:26])C=1.S([O-])([O-])=O.[Na+].[Na+].C(=O)(O)[O-].[Na+], predict the reaction product. The product is: [F:1][C:2]1[CH:3]=[CH:4][C:5]([C@H:8]([NH:10][C:11](=[O:17])[O:12][C:13]([CH3:16])([CH3:15])[CH3:14])[CH3:9])=[N+:6]([O-:26])[CH:7]=1. (4) Given the reactants [CH3:1][O:2][CH2:3][CH2:4][O:5][C:6]1[CH:7]=[C:8]([C:17]2[C:18]([CH3:23])=[N:19][NH:20][C:21]=2[NH2:22])[CH:9]=[CH:10][C:11]=1[O:12][CH2:13][CH2:14][O:15][CH3:16].[Cl:24][C:25]1[CH:26]=[C:27]([CH:30]=[CH:31][C:32]=1[OH:33])[CH:28]=O.FC(F)(F)C(O)=O, predict the reaction product. The product is: [ClH:24].[Cl:24][C:25]1[CH:26]=[C:27]([C:28]2[C:9]3[CH:10]=[C:11]([O:12][CH2:13][CH2:14][O:15][CH3:16])[C:6]([O:5][CH2:4][CH2:3][O:2][CH3:1])=[CH:7][C:8]=3[C:17]3[C:18]([CH3:23])=[N:19][NH:20][C:21]=3[N:22]=2)[CH:30]=[CH:31][C:32]=1[OH:33].